From a dataset of Forward reaction prediction with 1.9M reactions from USPTO patents (1976-2016). Predict the product of the given reaction. (1) Given the reactants C(OC([N:8]1[C@H:13]([C:14](=[O:22])[NH:15][CH2:16][CH2:17][C:18]([CH3:21])([CH3:20])[CH3:19])[CH2:12][C@@H:11]2[C@H:9]1[CH2:10]2)=O)(C)(C)C.[C:23]([OH:29])([C:25]([F:28])([F:27])[F:26])=[O:24], predict the reaction product. The product is: [F:26][C:25]([F:28])([F:27])[C:23]([OH:29])=[O:24].[CH3:19][C:18]([CH3:21])([CH3:20])[CH2:17][CH2:16][NH:15][C:14]([C@@H:13]1[CH2:12][C@@H:11]2[C@@H:9]([CH2:10]2)[NH:8]1)=[O:22]. (2) Given the reactants CC1(C)C(C)(C)OB([C:9]2[CH:42]=[CH:41][C:12]3[C:13]4[CH:19]=[CH:18][C:17]([C:20]5[CH:21]=[CH:22][C:23]6[N:27]=[C:26]([C@@H:28]7[CH2:32][CH2:31][CH2:30][N:29]7[C:33]([O:35][C:36]([CH3:39])([CH3:38])[CH3:37])=[O:34])[NH:25][C:24]=6[CH:40]=5)=[CH:16][C:14]=4[S:15][C:11]=3[CH:10]=2)O1.Br[C:45]1[NH:49][C:48]([C@@H:50]2[CH2:54][CH2:53][CH2:52][N:51]2[C:55]([O:57][CH2:58][C:59]2[CH:64]=[CH:63][CH:62]=[CH:61][CH:60]=2)=[O:56])=[N:47][CH:46]=1.C(=O)([O-])[O-].[K+].[K+].C(COC)OC, predict the reaction product. The product is: [C:36]([O:35][C:33]([N:29]1[CH2:30][CH2:31][CH2:32][C@H:28]1[C:26]1[NH:25][C:24]2[CH:40]=[C:20]([C:17]3[CH:18]=[CH:19][C:13]4[C:12]5[CH:41]=[CH:42][C:9]([C:45]6[NH:49][C:48]([C@@H:50]7[CH2:54][CH2:53][CH2:52][N:51]7[C:55]([O:57][CH2:58][C:59]7[CH:64]=[CH:63][CH:62]=[CH:61][CH:60]=7)=[O:56])=[N:47][CH:46]=6)=[CH:10][C:11]=5[S:15][C:14]=4[CH:16]=3)[CH:21]=[CH:22][C:23]=2[N:27]=1)=[O:34])([CH3:39])([CH3:37])[CH3:38]. (3) Given the reactants C[O:2][C:3]1[CH:8]=[CH:7][C:6]([C:9](=[C:20]2[CH2:25][C:24]([CH3:27])([CH3:26])[CH2:23][C:22]([CH3:29])([CH3:28])[CH2:21]2)[C:10]2[CH:15]=[CH:14][C:13]([NH:16][C:17](=[O:19])[CH3:18])=[CH:12][CH:11]=2)=[CH:5][CH:4]=1.B(Br)(Br)Br, predict the reaction product. The product is: [OH:2][C:3]1[CH:4]=[CH:5][C:6]([C:9](=[C:20]2[CH2:21][C:22]([CH3:29])([CH3:28])[CH2:23][C:24]([CH3:27])([CH3:26])[CH2:25]2)[C:10]2[CH:15]=[CH:14][C:13]([NH:16][C:17](=[O:19])[CH3:18])=[CH:12][CH:11]=2)=[CH:7][CH:8]=1. (4) Given the reactants Br[C:2]1[CH:3]=[N:4][C:5]([CH:8]2[CH2:12][CH2:11][N:10]([C:13]([O:15][CH:16]3[CH:23]4[CH2:24][C:19]5([C:26]([O:28][CH3:29])=[O:27])[CH2:20][CH:21]([CH2:25][CH:17]3[CH2:18]5)[CH2:22]4)=[O:14])[CH2:9]2)=[N:6][CH:7]=1.I[C:31]1[CH:36]=[CH:35][N:34]([CH3:37])[C:33](=[O:38])[CH:32]=1.CC1(C)C(C)(C)OB(B2OC(C)(C)C(C)(C)O2)O1.CC([O-])=O.[K+], predict the reaction product. The product is: [CH3:37][N:34]1[CH:35]=[CH:36][C:31]([C:2]2[CH:3]=[N:4][C:5]([CH:8]3[CH2:12][CH2:11][N:10]([C:13]([O:15][CH:16]4[CH:23]5[CH2:24][C:19]6([C:26]([O:28][CH3:29])=[O:27])[CH2:20][CH:21]([CH2:25][CH:17]4[CH2:18]6)[CH2:22]5)=[O:14])[CH2:9]3)=[N:6][CH:7]=2)=[CH:32][C:33]1=[O:38]. (5) The product is: [Cl:9][C:10]1[CH:29]=[CH:28][C:13]2[O:14][C:15]3[CH:27]=[CH:26][CH:25]=[CH:24][C:16]=3[C@@H:17]3[C@H:22]([NH:23][C:4](=[O:5])[CH3:3])[CH2:21][CH2:20][CH2:19][N:18]3[C:12]=2[CH:11]=1. Given the reactants C(O)(=O)/C=[CH:3]\[C:4](O)=[O:5].[Cl:9][C:10]1[CH:29]=[CH:28][C:13]2[O:14][C:15]3[CH:27]=[CH:26][CH:25]=[CH:24][C:16]=3[C@@H:17]3[C@H:22]([NH2:23])[CH2:21][CH2:20][CH2:19][N:18]3[C:12]=2[CH:11]=1.N1C=CC=CC=1.C(OC(=O)C)(=O)C, predict the reaction product.